Dataset: Choline transporter screen with 302,306 compounds. Task: Binary Classification. Given a drug SMILES string, predict its activity (active/inactive) in a high-throughput screening assay against a specified biological target. (1) The drug is O(c1c(C(CCN(CC)CC)c2ccc(N(C)C)cc2)c(O)cc(OC)c1)C. The result is 0 (inactive). (2) The compound is O=C(Nc1cc(c2nc3n(c2)cccn3)ccc1)CC(C)(C)C. The result is 0 (inactive). (3) The drug is O(CC(=O)c1c(n(c(c1)C)c1ccc(OC)cc1)C)c1ccc(n2nnnc2)cc1. The result is 0 (inactive). (4) The compound is o1c2c(c(cc1=O)C)cc(OC)cc2. The result is 0 (inactive). (5) The compound is O1c2c(OC1)ccc(OCC(=O)Nc1c(OC)cccc1)c2. The result is 0 (inactive). (6) The molecule is S(=O)(=O)(NCc1nc2scc(n2c1)C)c1cccnc1. The result is 0 (inactive). (7) The result is 0 (inactive). The drug is S=c1n(c(=O)c2cc3c(nc2[nH]1)CC(OC3)(C)C)c1c(cccc1)C.